Dataset: Catalyst prediction with 721,799 reactions and 888 catalyst types from USPTO. Task: Predict which catalyst facilitates the given reaction. (1) The catalyst class is: 32. Product: [S:2]([O-:5])(=[O:4])(=[O:3])[CH3:1].[CH3:7][S:8]([OH:11])(=[O:10])=[O:9]. Reactant: [CH3:1][S:2]([OH:5])(=[O:4])=[O:3].O.[CH3:7][S:8]([OH:11])(=[O:10])=[O:9]. (2) Reactant: [NH2:1][C:2]1[CH:7]=[CH:6][C:5]([CH2:8][CH2:9][CH2:10][C:11]([O:13][CH3:14])=[O:12])=[CH:4][CH:3]=1.C(N(C(C)C)CC)(C)C.Cl[C:25](=[O:30])[C:26]([O:28][CH3:29])=O.Cl.O.[NH2:33][NH2:34].[F:35][C:36]1[CH:41]=[CH:40][CH:39]=[CH:38][C:37]=1[N:42]=C=S.CCN=C=NCCCN(C)C. Product: [F:35][C:36]1[CH:41]=[CH:40][CH:39]=[CH:38][C:37]=1[NH:42][C:29]1[O:28][C:26]([C:25]([NH:1][C:2]2[CH:3]=[CH:4][C:5]([CH2:8][CH2:9][CH2:10][C:11]([O:13][CH3:14])=[O:12])=[CH:6][CH:7]=2)=[O:30])=[N:34][N:33]=1. The catalyst class is: 59. (3) Reactant: [CH3:1][N:2]([C:11]1[CH:12]=[CH:13][CH:14]=[C:15]2[C:19]=1[NH:18][C:17]([C:20]1[S:21][C:22]3([CH2:29][CH2:28][NH:27][CH2:26][CH2:25]3)[CH2:23][N:24]=1)=[CH:16]2)[S:3]([C:6]1[S:7][CH:8]=[CH:9][CH:10]=1)(=[O:5])=[O:4].N1C=CC=CC=1.[O:36]1CC[CH2:38][CH2:37]1.C(OC(=O)C)(=O)C. Product: [C:37]([N:27]1[CH2:28][CH2:29][C:22]2([S:21][C:20]([C:17]3[NH:18][C:19]4[C:15]([CH:16]=3)=[CH:14][CH:13]=[CH:12][C:11]=4[N:2]([CH3:1])[S:3]([C:6]3[S:7][CH:8]=[CH:9][CH:10]=3)(=[O:4])=[O:5])=[N:24][CH2:23]2)[CH2:25][CH2:26]1)(=[O:36])[CH3:38]. The catalyst class is: 192. (4) Reactant: [C:1]([N:20]1[CH:24]=[C:23]([C:25]([OH:27])=O)[N:22]=[CH:21]1)([C:14]1[CH:19]=[CH:18][CH:17]=[CH:16][CH:15]=1)([C:8]1[CH:13]=[CH:12][CH:11]=[CH:10][CH:9]=1)[C:2]1[CH:7]=[CH:6][CH:5]=[CH:4][CH:3]=1.CCN=C=NCCCN(C)C.Cl.[CH3:40][NH:41][O:42][CH3:43].O. Product: [O:42]([N:41]([CH3:40])[C:25]([C:23]1[N:22]=[CH:21][N:20]([C:1]([C:2]2[CH:7]=[CH:6][CH:5]=[CH:4][CH:3]=2)([C:8]2[CH:9]=[CH:10][CH:11]=[CH:12][CH:13]=2)[C:14]2[CH:15]=[CH:16][CH:17]=[CH:18][CH:19]=2)[CH:24]=1)=[O:27])[CH3:43]. The catalyst class is: 4. (5) Reactant: CC([O-])(C)C.[Na+].[C:7]1(Cl)[CH:12]=[CH:11][CH:10]=[CH:9][CH:8]=1.[NH:14]1[CH2:19][CH2:18][CH2:17][CH2:16][CH2:15]1. Product: [C:7]1([N:14]2[CH2:19][CH2:18][CH2:17][CH2:16][CH2:15]2)[CH:12]=[CH:11][CH:10]=[CH:9][CH:8]=1. The catalyst class is: 187. (6) Reactant: [F:1][C:2]1[CH:7]=[C:6]([O:8][CH:9]2[CH2:14][CH2:13][N:12]([CH2:15][CH2:16][F:17])[CH2:11][CH2:10]2)[CH:5]=[CH:4][C:3]=1[NH:18]C(=O)C(C)(C)C.Cl.C([O-])([O-])=O.[Na+].[Na+]. Product: [F:1][C:2]1[CH:7]=[C:6]([O:8][CH:9]2[CH2:10][CH2:11][N:12]([CH2:15][CH2:16][F:17])[CH2:13][CH2:14]2)[CH:5]=[CH:4][C:3]=1[NH2:18]. The catalyst class is: 52. (7) Reactant: Cl[C:2]1[C:10]2[C:9]3[CH:11]=[C:12]([C:15]#[N:16])[N:13]=[CH:14][C:8]=3[N:7]([CH2:17][O:18][CH2:19][CH2:20][Si:21]([CH3:24])([CH3:23])[CH3:22])[C:6]=2[N:5]=[CH:4][CH:3]=1.[NH:25]1[CH2:29][CH2:28][C@H:27]([NH:30][C:31](=[O:37])[O:32][C:33]([CH3:36])([CH3:35])[CH3:34])[CH2:26]1. Product: [C:15]([C:12]1[N:13]=[CH:14][C:8]2[N:7]([CH2:17][O:18][CH2:19][CH2:20][Si:21]([CH3:24])([CH3:23])[CH3:22])[C:6]3[N:5]=[CH:4][CH:3]=[C:2]([N:25]4[CH2:29][CH2:28][C@H:27]([NH:30][C:31](=[O:37])[O:32][C:33]([CH3:35])([CH3:34])[CH3:36])[CH2:26]4)[C:10]=3[C:9]=2[CH:11]=1)#[N:16]. The catalyst class is: 675.